The task is: Predict the product of the given reaction.. This data is from Forward reaction prediction with 1.9M reactions from USPTO patents (1976-2016). (1) The product is: [Cl:40][C:41]1[CH:42]=[C:43]([C:48]2([CH2:54][CH2:55][C:56]3[O:39][N:38]=[C:36]([C:33]4[CH:32]=[CH:31][C:30]([CH:17]([OH:16])[CH2:18][N:19]5[CH2:24][CH2:23][CH2:22][C@H:21]([C:25]([OH:27])=[O:26])[CH2:20]5)=[CH:35][CH:34]=4)[N:37]=3)[CH2:53][CH2:52][CH2:51][CH2:50][CH2:49]2)[CH:44]=[C:45]([Cl:47])[CH:46]=1. Given the reactants C1N(P(Cl)(N2C(=O)OCC2)=O)C(=O)OC1.[OH:16][CH:17]([C:30]1[CH:35]=[CH:34][C:33]([C:36](=[N:38][OH:39])[NH2:37])=[CH:32][CH:31]=1)[CH2:18][N:19]1[CH2:24][CH2:23][CH2:22][C@H:21]([C:25]([O:27]CC)=[O:26])[CH2:20]1.[Cl:40][C:41]1[CH:42]=[C:43]([C:48]2([CH2:54][CH2:55][C:56](O)=O)[CH2:53][CH2:52][CH2:51][CH2:50][CH2:49]2)[CH:44]=[C:45]([Cl:47])[CH:46]=1.C(N(C(C)C)CC)(C)C.[F-].C([N+](CCCC)(CCCC)CCCC)CCC.C1COCC1, predict the reaction product. (2) Given the reactants [CH:1]1([CH2:6][C@@H:7]([C:12]([N:14]2[CH:18]([C:19]([N:21]([CH3:23])[CH3:22])=[O:20])[CH2:17][CH:16]=[N:15]2)=[O:13])[CH2:8][C:9]([OH:11])=O)[CH2:5][CH2:4][CH2:3][CH2:2]1.[C:24]1([CH2:30][O:31][NH2:32])[CH:29]=[CH:28][CH:27]=[CH:26][CH:25]=1.C(Cl)CCl.CN1CCOCC1.N1C2C(=NC=CC=2)N(O)N=1, predict the reaction product. The product is: [CH:1]1([CH2:6][C@H:7]([CH2:8][C:9](=[O:11])[NH:32][O:31][CH2:30][C:24]2[CH:29]=[CH:28][CH:27]=[CH:26][CH:25]=2)[C:12]([N:14]2[C@H:18]([C:19]([N:21]([CH3:23])[CH3:22])=[O:20])[CH2:17][CH:16]=[N:15]2)=[O:13])[CH2:2][CH2:3][CH2:4][CH2:5]1.